This data is from Catalyst prediction with 721,799 reactions and 888 catalyst types from USPTO. The task is: Predict which catalyst facilitates the given reaction. (1) Reactant: Cl[C:2]1[C:7]([CH:8]([CH2:13][CH2:14][CH3:15])[C:9]([O:11][CH3:12])=[O:10])=[C:6]([CH3:16])[N:5]=[C:4]([C:17]2[CH:22]=[CH:21][CH:20]=[CH:19][CH:18]=2)[N:3]=1.C(N(CC)C(C)C)(C)C.[O:32]1[C:36]2[CH:37]=[CH:38][C:39](B(O)O)=[CH:40][C:35]=2[CH2:34][CH2:33]1. Product: [O:32]1[C:36]2[CH:37]=[CH:38][C:39]([C:2]3[C:7]([CH:8]([CH2:13][CH2:14][CH3:15])[C:9]([O:11][CH3:12])=[O:10])=[C:6]([CH3:16])[N:5]=[C:4]([C:17]4[CH:22]=[CH:21][CH:20]=[CH:19][CH:18]=4)[N:3]=3)=[CH:40][C:35]=2[CH2:34][CH2:33]1. The catalyst class is: 108. (2) Reactant: CS(O[CH2:6][CH2:7][C:8]1[CH:13]=[CH:12][C:11]([NH:14][C:15]2[N:24]=[CH:23][C:22]3[CH2:21][CH:20]([C:25]4[CH:30]=[CH:29][CH:28]=[CH:27][C:26]=4[C:31]([F:34])([F:33])[F:32])[C:19]4[CH:35]=[CH:36][CH:37]=[CH:38][C:18]=4[C:17]=3[N:16]=2)=[CH:10][CH:9]=1)(=O)=O.[C:39]([N:46]1[CH2:51][CH2:50][NH:49][CH2:48][CH2:47]1)([O:41][C:42]([CH3:45])([CH3:44])[CH3:43])=[O:40]. Product: [F:34][C:31]([F:32])([F:33])[C:26]1[CH:27]=[CH:28][CH:29]=[CH:30][C:25]=1[CH:20]1[C:19]2[CH:35]=[CH:36][CH:37]=[CH:38][C:18]=2[C:17]2[N:16]=[C:15]([NH:14][C:11]3[CH:10]=[CH:9][C:8]([CH2:7][CH2:6][N:49]4[CH2:48][CH2:47][N:46]([C:39]([O:41][C:42]([CH3:45])([CH3:44])[CH3:43])=[O:40])[CH2:51][CH2:50]4)=[CH:13][CH:12]=3)[N:24]=[CH:23][C:22]=2[CH2:21]1. The catalyst class is: 66. (3) Reactant: C([O:3][C:4](=[O:21])[CH2:5][CH2:6][CH:7]1[CH2:20][C:11]2=[N:12][C:13]3[NH:14][CH2:15][CH2:16][CH2:17][C:18]=3[CH:19]=[C:10]2[CH2:9][CH2:8]1)C.[OH-].[Na+]. Product: [NH:14]1[C:13]2[N:12]=[C:11]3[CH2:20][CH:7]([CH2:6][CH2:5][C:4]([OH:21])=[O:3])[CH2:8][CH2:9][C:10]3=[CH:19][C:18]=2[CH2:17][CH2:16][CH2:15]1. The catalyst class is: 20. (4) Reactant: [CH3:1][C@H:2]1[CH2:7][O:6][CH2:5][CH2:4][N:3]1[C:8]1[CH:13]=[C:12]([C:14]([S:17]([CH3:20])(=[O:19])=[O:18])([CH3:16])[CH3:15])[N:11]=[C:10]([C:21]2[S:25][C:24]([NH:26][C:27](=O)[O:28]C3C=CC=CC=3)=[N:23][CH:22]=2)[N:9]=1.CN.[CH2:38]([N:40](CC)CC)C. Product: [CH3:38][NH:40][C:27](=[O:28])[NH:26][C:24]1[S:25][C:21]([C:10]2[N:9]=[C:8]([N:3]3[CH2:4][CH2:5][O:6][CH2:7][C@@H:2]3[CH3:1])[CH:13]=[C:12]([C:14]([S:17]([CH3:20])(=[O:19])=[O:18])([CH3:16])[CH3:15])[N:11]=2)=[CH:22][N:23]=1. The catalyst class is: 37. (5) Reactant: [NH:1]1[CH:5]=[CH:4][N:3]=[CH:2]1.C(N(CC)CC)C.Br[CH2:14][C:15](=[O:30])[C:16]([CH:24]1[CH2:29][CH2:28][CH2:27][CH2:26][CH2:25]1)([OH:23])[C:17]1[CH:22]=[CH:21][CH:20]=[CH:19][CH:18]=1. Product: [CH:24]1([C:16]([OH:23])([C:17]2[CH:18]=[CH:19][CH:20]=[CH:21][CH:22]=2)[C:15]([CH2:14][N:1]2[CH:5]=[CH:4][N:3]=[CH:2]2)=[O:30])[CH2:29][CH2:28][CH2:27][CH2:26][CH2:25]1. The catalyst class is: 4. (6) Reactant: [Cl:1][C:2]1[CH:7]=[CH:6][CH:5]=[CH:4][C:3]=1[N:8]1[C:12]([C:13](O)=[O:14])=[CH:11][C:10]([C:16]2[CH:21]=[CH:20][N:19]=[C:18]([Cl:22])[CH:17]=2)=[N:9]1.N.C[N:25](C(ON1N=NC2C=CC=CC1=2)=[N+](C)C)C.[B-](F)(F)(F)F.CCN(C(C)C)C(C)C. Product: [Cl:1][C:2]1[CH:7]=[CH:6][CH:5]=[CH:4][C:3]=1[N:8]1[C:12]([C:13]([NH2:25])=[O:14])=[CH:11][C:10]([C:16]2[CH:21]=[CH:20][N:19]=[C:18]([Cl:22])[CH:17]=2)=[N:9]1. The catalyst class is: 34. (7) Reactant: [O:1]1[C:5]2[CH:6]=[CH:7][C:8]([C:10](=[O:36])[CH2:11][S:12][C@H:13]3[C:16](=[O:17])[N:15]([C:18]4[CH:23]=[CH:22][C:21]([CH3:24])=[CH:20][CH:19]=4)[C@@H:14]3[C:25]3[CH:35]=[CH:34][C:28]([O:29][CH2:30][C:31](O)=[O:32])=[CH:27][CH:26]=3)=[CH:9][C:4]=2[O:3][CH2:2]1.CN1CCOCC1.CN(C(ON1N=NC2C=CC=CC1=2)=[N+](C)C)C.[B-](F)(F)(F)F.[NH2:66][CH2:67][C:68]([NH:70][C@@H:71]([C:79]([OH:81])=[O:80])[CH2:72][CH:73]1[CH2:78][CH2:77][CH2:76][CH2:75][CH2:74]1)=[O:69].[BH4-].[Na+]. Product: [O:1]1[C:5]2[CH:6]=[CH:7][C:8]([CH:10]([OH:36])[CH2:11][S:12][C@H:13]3[C:16](=[O:17])[N:15]([C:18]4[CH:23]=[CH:22][C:21]([CH3:24])=[CH:20][CH:19]=4)[C@@H:14]3[C:25]3[CH:26]=[CH:27][C:28]([O:29][CH2:30][C:31]([NH:66][CH2:67][C:68]([NH:70][C@@H:71]([C:79]([OH:81])=[O:80])[CH2:72][CH:73]4[CH2:78][CH2:77][CH2:76][CH2:75][CH2:74]4)=[O:69])=[O:32])=[CH:34][CH:35]=3)=[CH:9][C:4]=2[O:3][CH2:2]1. The catalyst class is: 3. (8) Reactant: CN(C)C=O.[OH:6][C:7]1[CH:8]=[N:9][CH:10]=[CH:11][CH:12]=1.F[C:14]1[CH:21]=[CH:20][C:17]([CH:18]=[O:19])=[CH:16][CH:15]=1.C(=O)([O-])[O-].[K+].[K+]. The catalyst class is: 6. Product: [N:9]1[CH:10]=[CH:11][CH:12]=[C:7]([O:6][C:14]2[CH:21]=[CH:20][C:17]([CH:18]=[O:19])=[CH:16][CH:15]=2)[CH:8]=1. (9) The catalyst class is: 17. Reactant: F[C:2](F)(F)[C:3](O)=O.[CH:8]1[C:16]2[C:15]3[CH:17]=[CH:18][CH:19]=[CH:20][C:14]=3[O:13][C:12]=2[C:11]([C:21]2[N:26]=[C:25](NC3C=CC=C(N)C=3)[N:24]=[CH:23][CH:22]=2)=[CH:10][CH:9]=1.[CH3:35][N:36]([CH3:46])[C:37]1[CH:45]=[CH:44][C:40]([C:41](Cl)=[O:42])=[CH:39][CH:38]=1. Product: [CH:8]1[C:16]2[C:15]3[CH:17]=[CH:18][CH:19]=[CH:20][C:14]=3[O:13][C:12]=2[C:11]([C:21]2[N:26]=[CH:25][N:24]=[C:23]([NH:24][C:23]3[CH:22]=[C:21]([NH:26][C:41](=[O:42])[C:40]4[CH:44]=[CH:45][C:37]([N:36]([CH3:46])[CH3:35])=[CH:38][CH:39]=4)[CH:11]=[CH:2][CH:3]=3)[CH:22]=2)=[CH:10][CH:9]=1. (10) Reactant: [C:1]([O:5][C:6](=[O:38])[NH:7][C@H:8]([C@@H:19]1[O:23][C:22](=[O:24])[N:21]([C:25]2([C:28]3[CH:33]=[CH:32][CH:31]=[C:30]([C:34]([CH3:37])([CH3:36])[CH3:35])[CH:29]=3)[CH2:27][CH2:26]2)[CH2:20]1)[CH2:9][C:10]1[CH:15]=[CH:14][C:13]([N+:16]([O-])=O)=[CH:12][CH:11]=1)([CH3:4])([CH3:3])[CH3:2].O.[BH4-].[Na+]. Product: [C:1]([O:5][C:6](=[O:38])[NH:7][C@H:8]([C@@H:19]1[O:23][C:22](=[O:24])[N:21]([C:25]2([C:28]3[CH:33]=[CH:32][CH:31]=[C:30]([C:34]([CH3:37])([CH3:36])[CH3:35])[CH:29]=3)[CH2:27][CH2:26]2)[CH2:20]1)[CH2:9][C:10]1[CH:11]=[CH:12][C:13]([NH2:16])=[CH:14][CH:15]=1)([CH3:3])([CH3:4])[CH3:2].[NH3:7]. The catalyst class is: 888.